This data is from Full USPTO retrosynthesis dataset with 1.9M reactions from patents (1976-2016). The task is: Predict the reactants needed to synthesize the given product. (1) Given the product [F:1][C:2]1[CH:3]=[CH:4][C:5]([O:10][CH2:16][C:15]2[CH:18]=[CH:19][C:12]([F:11])=[CH:13][CH:14]=2)=[C:6]([CH:9]=1)[CH:7]=[O:8], predict the reactants needed to synthesize it. The reactants are: [F:1][C:2]1[CH:9]=[C:6]([CH:7]=[O:8])[C:5]([OH:10])=[CH:4][CH:3]=1.[F:11][C:12]1[CH:19]=[CH:18][C:15]([CH2:16]Br)=[CH:14][CH:13]=1.C([O-])([O-])=O.[K+].[K+].[NH4+].[Cl-]. (2) Given the product [CH3:37][N:38]([CH2:30][C:7]1[C:8]2[O:12][N:11]=[C:10]([CH2:13][CH2:14][CH:15]3[CH2:16][CH2:17][N:18]([CH2:21][CH2:22][N:23]4[CH:27]=[CH:26][CH:25]=[N:24]4)[CH2:19][CH2:20]3)[C:9]=2[CH:28]=[CH:29][C:6]=1[O:5][CH2:4][CH:1]1[CH2:3][CH2:2]1)[CH3:39], predict the reactants needed to synthesize it. The reactants are: [CH:1]1([CH2:4][O:5][C:6]2[CH:29]=[CH:28][C:9]3[C:10]([CH2:13][CH2:14][CH:15]4[CH2:20][CH2:19][N:18]([CH2:21][CH2:22][N:23]5[CH:27]=[CH:26][CH:25]=[N:24]5)[CH2:17][CH2:16]4)=[N:11][O:12][C:8]=3[C:7]=2[CH2:30]O)[CH2:3][CH2:2]1.CS(Cl)(=O)=O.[CH3:37][NH:38][CH3:39].[Cl-].[Na+].